Predict the product of the given reaction. From a dataset of Forward reaction prediction with 1.9M reactions from USPTO patents (1976-2016). (1) Given the reactants [NH2:1][C:2]1[C:3]2[C:10]([C:11]3[CH:12]=[C:13]4[C:17](=[CH:18][CH:19]=3)[N:16]([C:20](=[O:29])[CH2:21][C:22]3[CH:27]=[CH:26][CH:25]=[C:24]([CH3:28])[CH:23]=3)[CH2:15][CH2:14]4)=[CH:9][N:8]([CH:30]3[CH2:33][N:32](C(OC(C)(C)C)=O)[CH2:31]3)[C:4]=2[N:5]=[CH:6][N:7]=1.Cl.O1CCOCC1, predict the reaction product. The product is: [NH:32]1[CH2:31][CH:30]([N:8]2[C:4]3[N:5]=[CH:6][N:7]=[C:2]([NH2:1])[C:3]=3[C:10]([C:11]3[CH:12]=[C:13]4[C:17](=[CH:18][CH:19]=3)[N:16]([C:20](=[O:29])[CH2:21][C:22]3[CH:27]=[CH:26][CH:25]=[C:24]([CH3:28])[CH:23]=3)[CH2:15][CH2:14]4)=[CH:9]2)[CH2:33]1. (2) Given the reactants [OH:1][CH2:2][C:3]1[C:4]([CH3:20])=[C:5]([O:10][CH2:11][C:12]2[CH:19]=[CH:18][C:15]([C:16]#[N:17])=[CH:14][CH:13]=2)[C:6]([CH3:9])=[N:7][CH:8]=1.[C:21]([C:23]1[CH:28]=[CH:27][C:26](O)=[CH:25][CH:24]=1)#[N:22], predict the reaction product. The product is: [CH3:20][C:4]1[C:5]([O:10][CH2:11][C:12]2[CH:19]=[CH:18][C:15]([C:16]#[N:17])=[CH:14][CH:13]=2)=[C:6]([CH3:9])[N:7]=[CH:8][C:3]=1[CH2:2][O:1][C:26]1[CH:27]=[CH:28][C:23]([C:21]#[N:22])=[CH:24][CH:25]=1. (3) The product is: [CH2:21]([O:20][C:18]([C:17]1[C:4]([C:6]2[CH:11]=[CH:10][CH:9]=[CH:8][CH:7]=2)=[CH:3][NH:2][C:12]=1[CH:13]([CH3:15])[CH3:14])=[O:19])[CH3:22]. Given the reactants Cl.[NH2:2][CH2:3][C:4]([C:6]1[CH:11]=[CH:10][CH:9]=[CH:8][CH:7]=1)=O.[C:12]([CH2:17][C:18]([O:20][CH2:21][CH3:22])=[O:19])(=O)[CH:13]([CH3:15])[CH3:14].C([O-])(=O)C.[Na+], predict the reaction product. (4) Given the reactants [Br:1][C:2]1[CH:7]=[CH:6][C:5](I)=[CH:4][CH:3]=1.[NH:9]1[CH2:14][CH2:13][O:12][CH2:11][CH2:10]1.CC(C)([O-])C.[Na+].C1OCCOCCOCCOCCOCCOC1.C1C=CC(P(C2C(C3C(P(C4C=CC=CC=4)C4C=CC=CC=4)=CC=C4C=3C=CC=C4)=C3C(C=CC=C3)=CC=2)C2C=CC=CC=2)=CC=1, predict the reaction product. The product is: [Br:1][C:2]1[CH:7]=[CH:6][C:5]([N:9]2[CH2:14][CH2:13][O:12][CH2:11][CH2:10]2)=[CH:4][CH:3]=1. (5) The product is: [CH3:21][O:22][C:2]1[N:7]=[C:6]([CH2:8][OH:9])[CH:5]=[C:4]([NH:10][CH2:11][CH2:12][C:13]2[CH:18]=[CH:17][C:16]([O:19][CH3:20])=[CH:15][CH:14]=2)[N:3]=1. Given the reactants Cl[C:2]1[N:7]=[C:6]([CH2:8][OH:9])[CH:5]=[C:4]([NH:10][CH2:11][CH2:12][C:13]2[CH:18]=[CH:17][C:16]([O:19][CH3:20])=[CH:15][CH:14]=2)[N:3]=1.[CH3:21][O-:22].[Na+], predict the reaction product. (6) Given the reactants [Cl:1][C:2]1[CH:7]=[CH:6][C:5]([S:8]([N:11]([CH2:19][C:20]2[CH:25]=[CH:24][C:23]([C:26]#[N:27])=[CH:22][CH:21]=2)[C@@H:12]2[CH2:16][CH2:15][CH2:14][C@H:13]2[CH2:17][OH:18])(=[O:10])=[O:9])=[CH:4][CH:3]=1.[NH2:28]O.[CH2:30]([OH:32])C, predict the reaction product. The product is: [O:32]1[CH:30]=[N:28][C:26]([C:23]2[CH:22]=[CH:21][C:20]([CH2:19][N:11]([C@@H:12]3[CH2:16][CH2:15][CH2:14][C@H:13]3[CH2:17][OH:18])[S:8]([C:5]3[CH:4]=[CH:3][C:2]([Cl:1])=[CH:7][CH:6]=3)(=[O:10])=[O:9])=[CH:25][CH:24]=2)=[N:27]1. (7) Given the reactants Cl[C:2]1[CH:3]=[C:4]([CH:30]=[CH:31][C:32]=1OC)[CH2:5][NH:6][C:7]1[C:8]2[N:25]([CH3:26])[N:24]=[C:23]([CH2:27][CH2:28][CH3:29])[C:9]=2[N:10]=[C:11]([CH:13]2CC[CH:16]([C:19]([O:21][CH3:22])=[O:20])[CH2:15][CH2:14]2)[N:12]=1.C1OC2C=CC(CN)=CC=2O1, predict the reaction product. The product is: [CH2:5]([NH:6][C:7]1[C:8]2[N:25]([CH3:26])[N:24]=[C:23]([CH2:27][CH2:28][CH3:29])[C:9]=2[N:10]=[C:11]([CH2:13][CH2:14][CH2:15][CH2:16][C:19]([O:21][CH3:22])=[O:20])[N:12]=1)[C:4]1[CH:3]=[CH:2][CH:32]=[CH:31][CH:30]=1.